This data is from Forward reaction prediction with 1.9M reactions from USPTO patents (1976-2016). The task is: Predict the product of the given reaction. Given the reactants [O:1]1[CH2:5][CH2:4][O:3][CH:2]1[C:6]1[CH:11]=[CH:10][C:9]([CH:12]([C:20]([O:22][C:23]([CH3:26])([CH3:25])[CH3:24])=[O:21])[C:13]([O:15][C:16]([CH3:19])([CH3:18])[CH3:17])=[O:14])=[CH:8][C:7]=1[F:27].IC.[C:30](=O)([O-])[O-].[K+].[K+].O, predict the reaction product. The product is: [O:1]1[CH2:5][CH2:4][O:3][CH:2]1[C:6]1[CH:11]=[CH:10][C:9]([C:12]([CH3:30])([C:20]([O:22][C:23]([CH3:26])([CH3:25])[CH3:24])=[O:21])[C:13]([O:15][C:16]([CH3:17])([CH3:18])[CH3:19])=[O:14])=[CH:8][C:7]=1[F:27].